This data is from Reaction yield outcomes from USPTO patents with 853,638 reactions. The task is: Predict the reaction yield, written as a fraction of the theoretical maximum amount of product (1.0 means a 100% yield; for example, 0.34 means a 34% yield). (1) The reactants are [I:1][C:2]1[C:10]2[CH:9]=[C:8]([CH2:11][CH2:12][CH2:13][CH2:14][N:15]3[CH:19]=[C:18]([C:20]([O:22]C)=[O:21])[N:17]=[N:16]3)[N:7]=[N:6][C:5]=2[NH:4][CH:3]=1.[Li+].[OH-]. The catalyst is C1COCC1.O. The product is [I:1][C:2]1[C:10]2[CH:9]=[C:8]([CH2:11][CH2:12][CH2:13][CH2:14][N:15]3[CH:19]=[C:18]([C:20]([OH:22])=[O:21])[N:17]=[N:16]3)[N:7]=[N:6][C:5]=2[NH:4][CH:3]=1. The yield is 0.710. (2) The reactants are [Cl:1][C:2]1[CH:11]=[C:10](N)[C:9]2[C:4](=[CH:5][CH:6]=[C:7]([O:13][CH3:14])[CH:8]=2)[N:3]=1.N([O-])=O.[Na+].C1C=CN=CC=1.[FH:25]. No catalyst specified. The product is [Cl:1][C:2]1[CH:11]=[C:10]([F:25])[C:9]2[C:4](=[CH:5][CH:6]=[C:7]([O:13][CH3:14])[CH:8]=2)[N:3]=1. The yield is 0.400. (3) The reactants are [C:1]1([C:7]([O:9][C@H:10]2[CH2:20][O:19][C@H:12]3[C@H:13]([OH:18])[C@H:14]([O:17][C@@H:11]23)[O:15][CH3:16])=[O:8])[CH:6]=[CH:5][CH:4]=[CH:3][CH:2]=1.[CH3:21]I. The catalyst is COCCOC.C(OCC)(=O)C.[Ag-]=O. The product is [CH3:21][O:18][C@H:13]1[C@@H:12]2[O:19][CH2:20][C@H:10]([O:9][C:7]([C:1]3[CH:2]=[CH:3][CH:4]=[CH:5][CH:6]=3)=[O:8])[C@@H:11]2[O:17][C@@H:14]1[O:15][CH3:16]. The yield is 0.760. (4) The reactants are C([N:8](CC1C=CC=CC=1)[C@H:9]1[CH2:14][CH2:13][C@@H:12]([CH2:15][O:16][CH2:17][CH2:18][CH:19]2[CH2:24][CH2:23][CH2:22][CH2:21][NH:20]2)[CH2:11][CH2:10]1)C1C=CC=CC=1. The catalyst is C(O)C.[OH-].[Pd+2].[OH-]. The product is [NH:20]1[CH2:21][CH2:22][CH2:23][CH2:24][CH:19]1[CH2:18][CH2:17][O:16][CH2:15][C@@H:12]1[CH2:11][CH2:10][C@H:9]([NH2:8])[CH2:14][CH2:13]1. The yield is 1.00. (5) The product is [ClH:34].[CH2:1]([O:3][C:4]([C:6]1[NH:7][CH:8]=[C:9]2[CH:18]([C:19]3[O:20][C:21]([S:24][C:25]4[NH:29][C:28]5[CH:30]=[C:31]([CH3:35])[C:32]([Cl:34])=[CH:33][C:27]=5[N:26]=4)=[CH:22][CH:23]=3)[C:17]3[C:16](=[O:36])[CH2:15][NH:14][CH2:13][C:12]=3[NH:11][C:10]=12)=[O:5])[CH3:2]. The reactants are [CH2:1]([O:3][C:4]([C:6]1[NH:7][CH:8]=[C:9]2[CH:18]([C:19]3[O:20][C:21]([S:24][C:25]4[NH:29][C:28]5[CH:30]=[C:31]([CH3:35])[C:32]([Cl:34])=[CH:33][C:27]=5[N:26]=4)=[CH:22][CH:23]=3)[C:17]3[C:16](=[O:36])[CH2:15][N:14](OC(C)(C)C)[CH2:13][C:12]=3[NH:11][C:10]=12)=[O:5])[CH3:2].Cl. The catalyst is O1CCOCC1. The yield is 0.980.